Dataset: Reaction yield outcomes from USPTO patents with 853,638 reactions. Task: Predict the reaction yield, written as a fraction of the theoretical maximum amount of product (1.0 means a 100% yield; for example, 0.34 means a 34% yield). (1) The product is [Cl:21][C:22]1[CH:30]=[CH:29][CH:28]=[CH:27][C:23]=1[CH2:24][CH2:25][N:15]1[CH2:16][C:17](=[O:18])[N:13]([C:11]2[CH:10]=[N:9][N:8]([CH2:7][C:6]3[C:2]([CH3:1])=[N:3][O:4][C:5]=3[CH3:20])[CH:12]=2)[C:14]1=[O:19]. No catalyst specified. The yield is 0.250. The reactants are [CH3:1][C:2]1[C:6]([CH2:7][N:8]2[CH:12]=[C:11]([N:13]3[C:17](=[O:18])[CH2:16][NH:15][C:14]3=[O:19])[CH:10]=[N:9]2)=[C:5]([CH3:20])[O:4][N:3]=1.[Cl:21][C:22]1[CH:30]=[CH:29][CH:28]=[CH:27][C:23]=1[CH2:24][CH2:25]Br. (2) The reactants are [CH:1]1([CH2:6][CH:7]([C:11]2[CH:16]=[CH:15][C:14]([S:17]([CH3:20])(=[O:19])=[O:18])=[CH:13][CH:12]=2)[C:8]([OH:10])=O)[CH2:5][CH2:4][CH2:3][CH2:2]1.C(Cl)(=O)C(Cl)=O.Br.[NH2:28][C:29]1[S:30][C:31]([Br:34])=[CH:32][N:33]=1.C(N(CC)CC)C. The catalyst is CN(C)C=O.C(Cl)Cl. The product is [Br:34][C:31]1[S:30][C:29]([NH:28][C:8](=[O:10])[CH:7]([C:11]2[CH:16]=[CH:15][C:14]([S:17]([CH3:20])(=[O:19])=[O:18])=[CH:13][CH:12]=2)[CH2:6][CH:1]2[CH2:2][CH2:3][CH2:4][CH2:5]2)=[N:33][CH:32]=1. The yield is 0.350.